Dataset: Forward reaction prediction with 1.9M reactions from USPTO patents (1976-2016). Task: Predict the product of the given reaction. (1) Given the reactants [CH3:1][O:2][C:3]1[CH:4]=[CH:5][C:6]2[O:12][CH2:11][CH2:10][N:9]([S:13](Cl)(=[O:15])=[O:14])[CH2:8][C:7]=2[CH:17]=1.[NH2:18][C:19]1[C:24]2[CH:25]=[C:26]([CH2:28][CH:29]([NH:39]S(C3C=CC(OC4CCOCC4)=CC=3)(=O)=O)[C:30]([N:32]3[CH2:37][CH2:36][CH:35]([CH3:38])[CH2:34][CH2:33]3)=[O:31])[S:27][C:23]=2[CH:22]=[CH:21][N:20]=1, predict the reaction product. The product is: [NH2:18][C:19]1[C:24]2[CH:25]=[C:26]([CH2:28][CH:29]([NH:39][S:13]([N:9]3[CH2:8][C:7]4[CH:17]=[C:3]([O:2][CH3:1])[CH:4]=[CH:5][C:6]=4[O:12][CH2:11][CH2:10]3)(=[O:15])=[O:14])[C:30]([N:32]3[CH2:33][CH2:34][CH:35]([CH3:38])[CH2:36][CH2:37]3)=[O:31])[S:27][C:23]=2[CH:22]=[CH:21][N:20]=1. (2) Given the reactants [I:1][C:2]1[CH:3]=[CH:4][CH:5]=[C:6]2[C:11]=1[NH:10][CH:9]=[C:8](C(O)=O)[C:7]2=[O:15], predict the reaction product. The product is: [I:1][C:2]1[CH:3]=[CH:4][CH:5]=[C:6]2[C:11]=1[NH:10][CH:9]=[CH:8][C:7]2=[O:15]. (3) Given the reactants [C:1]1(=[O:10])[C:9]2[C:4](=[CH:5][CH:6]=[CH:7][CH:8]=2)[CH2:3][O:2]1.[C:11](OCC)(=[O:13])C.ClCCl, predict the reaction product. The product is: [O:10]=[C:1]1[C:9]2[C:4](=[CH:5][C:6]([CH:11]=[O:13])=[CH:7][CH:8]=2)[CH2:3][O:2]1. (4) Given the reactants [Si:1]([O:8][CH2:9][C@@H:10]1[CH2:14][C@@H:13]([OH:15])[CH2:12][N:11]1[C:16]([O:18][C:19]([CH3:22])([CH3:21])[CH3:20])=[O:17])([C:4]([CH3:7])([CH3:6])[CH3:5])([CH3:3])[CH3:2].[H-].[Na+].[F:25][C:26]1[CH:27]=[C:28]([N+:33]([O-:35])=[O:34])[CH:29]=[C:30](F)[CH:31]=1, predict the reaction product. The product is: [Si:1]([O:8][CH2:9][C@@H:10]1[CH2:14][C@@H:13]([O:15][C:30]2[CH:29]=[C:28]([N+:33]([O-:35])=[O:34])[CH:27]=[C:26]([F:25])[CH:31]=2)[CH2:12][N:11]1[C:16]([O:18][C:19]([CH3:22])([CH3:21])[CH3:20])=[O:17])([C:4]([CH3:7])([CH3:6])[CH3:5])([CH3:3])[CH3:2]. (5) The product is: [Cl:1][C:2]1[CH:7]=[CH:6][CH:5]=[CH:4][C:3]=1[C:8]1[C:9]([C:34]([OH:36])=[O:35])=[CH:10][C:11]([C:14]2[CH:15]=[CH:16][C:17]3[O:21][C:20]([C:22]4[CH:23]=[CH:24][C:25]([F:28])=[CH:26][CH:27]=4)=[C:19]([C:29](=[O:32])[NH:30][CH3:31])[C:18]=3[CH:33]=2)=[C:12]([CH3:38])[CH:13]=1. Given the reactants [Cl:1][C:2]1[CH:7]=[CH:6][CH:5]=[CH:4][C:3]=1[C:8]1[C:9]([C:34]([O:36]C)=[O:35])=[CH:10][C:11]([C:14]2[CH:15]=[CH:16][C:17]3[O:21][C:20]([C:22]4[CH:27]=[CH:26][C:25]([F:28])=[CH:24][CH:23]=4)=[C:19]([C:29](=[O:32])[NH:30][CH3:31])[C:18]=3[CH:33]=2)=[CH:12][CH:13]=1.[CH3:38]O.[OH-].[Na+].Cl, predict the reaction product. (6) The product is: [CH3:1][O:2][C:3]1[CH:4]=[CH:5][CH:6]=[C:7]2[C:12]=1[N:11]=[C:10]([C:13]1[N:17]3[CH:18]=[CH:19][C:20]([O:22][CH2:23][CH2:24][O:25][CH3:26])=[CH:21][C:16]3=[N:15][CH:14]=1)[CH:9]=[C:8]2[C:27]1[O:28][CH:31]=[N:29][CH:30]=1. Given the reactants [CH3:1][O:2][C:3]1[CH:4]=[CH:5][CH:6]=[C:7]2[C:12]=1[N:11]=[C:10]([C:13]1[N:17]3[CH:18]=[CH:19][C:20]([O:22][CH2:23][CH2:24][O:25][CH3:26])=[CH:21][C:16]3=[N:15][CH:14]=1)[CH:9]=[C:8]2[CH:27]=[O:28].[N+:29]([CH2:31]S(C1C=CC(C)=CC=1)(=O)=O)#[C-:30].C([O-])([O-])=O.[K+].[K+], predict the reaction product. (7) The product is: [OH:11][C:12]1([C:2]2[CH:7]=[CH:6][CH:5]=[CH:4][C:3]=2[CH2:8][CH2:9][OH:10])[CH2:13][CH:14]2[N:19]([C:20]([O:22][CH2:23][CH3:24])=[O:21])[CH:17]([CH2:16][CH2:15]2)[CH2:18]1. Given the reactants Br[C:2]1[CH:7]=[CH:6][CH:5]=[CH:4][C:3]=1[CH2:8][CH2:9][OH:10].[O:11]=[C:12]1[CH2:18][CH:17]2[N:19]([C:20]([O:22][CH2:23][CH3:24])=[O:21])[CH:14]([CH2:15][CH2:16]2)[CH2:13]1, predict the reaction product. (8) Given the reactants [CH3:1][C:2]1[N:3]=[C:4]([CH3:33])[N:5]2[C:10]=1[C:9]([NH:11][C:12]1[CH:17]=[C:16]([O:18][CH3:19])[C:15]([O:20][CH3:21])=[C:14]([O:22][CH3:23])[CH:13]=1)=[N:8][C:7]([C:24]1[CH:29]=[CH:28][C:27]([N+:30]([O-])=O)=[CH:26][CH:25]=1)=[N:6]2, predict the reaction product. The product is: [NH2:30][C:27]1[CH:26]=[CH:25][C:24]([C:7]2[N:8]=[C:9]([NH:11][C:12]3[CH:17]=[C:16]([O:18][CH3:19])[C:15]([O:20][CH3:21])=[C:14]([O:22][CH3:23])[CH:13]=3)[C:10]3=[C:2]([CH3:1])[N:3]=[C:4]([CH3:33])[N:5]3[N:6]=2)=[CH:29][CH:28]=1.